From a dataset of Reaction yield outcomes from USPTO patents with 853,638 reactions. Predict the reaction yield, written as a fraction of the theoretical maximum amount of product (1.0 means a 100% yield; for example, 0.34 means a 34% yield). The reactants are [C:1](=O)([O-])[O-].[Cs+].[Cs+].[CH3:7][O:8][C:9]1[CH:18]=[C:17]2[C:12]([N:13]=[CH:14][C:15]([S:19][CH2:20][CH2:21][N:22]3[CH2:27][CH2:26][CH:25]([NH:28][S:29]([C:32]4[CH:37]=[CH:36][CH:35]=[CH:34][C:33]=4[N+:38]([O-:40])=[O:39])(=[O:31])=[O:30])[CH2:24][CH2:23]3)=[N:16]2)=[CH:11][CH:10]=1.CI.C1CCCCC1. The catalyst is CN(C)C=O.C(OCC)(=O)C. The product is [CH3:7][O:8][C:9]1[CH:18]=[C:17]2[C:12]([N:13]=[CH:14][C:15]([S:19][CH2:20][CH2:21][N:22]3[CH2:23][CH2:24][CH:25]([N:28]([CH3:1])[S:29]([C:32]4[CH:37]=[CH:36][CH:35]=[CH:34][C:33]=4[N+:38]([O-:40])=[O:39])(=[O:30])=[O:31])[CH2:26][CH2:27]3)=[N:16]2)=[CH:11][CH:10]=1. The yield is 0.340.